This data is from Reaction yield outcomes from USPTO patents with 853,638 reactions. The task is: Predict the reaction yield, written as a fraction of the theoretical maximum amount of product (1.0 means a 100% yield; for example, 0.34 means a 34% yield). (1) The reactants are [NH2:1][C@H:2]([C:5]([OH:7])=[O:6])[CH2:3][OH:4].C(=O)([O-])[O-].[K+].[K+].[CH2:14](Br)[C:15]1[CH:20]=[CH:19][CH:18]=[CH:17][CH:16]=1. The catalyst is C(#N)C.O. The product is [CH2:14]([O:6][C:5](=[O:7])[C@@H:2]([N:1]([CH2:14][C:15]1[CH:20]=[CH:19][CH:18]=[CH:17][CH:16]=1)[CH2:14][C:15]1[CH:20]=[CH:19][CH:18]=[CH:17][CH:16]=1)[CH2:3][OH:4])[C:15]1[CH:20]=[CH:19][CH:18]=[CH:17][CH:16]=1. The yield is 0.520. (2) The catalyst is C1COCC1. The product is [C:1](=[O:10])([O:3][C:4]1[CH:9]=[CH:8][CH:7]=[CH:6][C:5]=1[Si:25]([CH3:27])([CH3:26])[CH3:24])[NH2:2]. The reactants are [C:1](=[O:10])([O:3][C:4]1[CH:9]=[CH:8][CH:7]=[CH:6][CH:5]=1)[NH2:2].CN(CCN(C)C)C.[Li]C(CC)C.[CH3:24][Si:25](Cl)([CH3:27])[CH3:26]. The yield is 0.850. (3) The reactants are O=[C:2]([C:14]1[CH:19]=[CH:18][C:17]([C:20]([F:23])([F:22])[F:21])=[CH:16][CH:15]=1)[C:3]#[C:4][CH2:5][NH:6][C:7](=[O:13])[O:8][C:9]([CH3:12])([CH3:11])[CH3:10].Cl.[C:25]([S:28][CH2:29][C:30]1[CH:35]=[CH:34][CH:33]=[CH:32][CH:31]=1)(=[NH:27])[NH2:26].C(=O)([O-])[O-].[K+].[K+]. The catalyst is CC#N.C(OCC)(=O)C. The product is [CH2:29]([S:28][C:25]1[N:27]=[C:4]([CH2:5][NH:6][C:7](=[O:13])[O:8][C:9]([CH3:12])([CH3:11])[CH3:10])[CH:3]=[C:2]([C:14]2[CH:19]=[CH:18][C:17]([C:20]([F:23])([F:22])[F:21])=[CH:16][CH:15]=2)[N:26]=1)[C:30]1[CH:35]=[CH:34][CH:33]=[CH:32][CH:31]=1. The yield is 0.480. (4) The reactants are [CH:1]1([CH:7]([C:9]2[C:10]([CH:22]3[CH2:24][CH2:23]3)=[N:11][N:12]([C:14]3[CH:19]=[CH:18][C:17]([O:20][CH3:21])=[CH:16][CH:15]=3)[CH:13]=2)O)[CH2:6][CH2:5][CH2:4][CH2:3][CH2:2]1.[NH2:25][C:26]1[CH:31]=[CH:30][C:29]([C:32]([N:34]([CH3:42])[CH2:35][CH2:36][C:37]([O:39]CC)=[O:38])=[O:33])=[CH:28][CH:27]=1. No catalyst specified. The product is [CH:1]1([CH:7]([NH:25][C:26]2[CH:27]=[CH:28][C:29]([C:32]([N:34]([CH3:42])[CH2:35][CH2:36][C:37]([OH:39])=[O:38])=[O:33])=[CH:30][CH:31]=2)[C:9]2[C:10]([CH:22]3[CH2:24][CH2:23]3)=[N:11][N:12]([C:14]3[CH:19]=[CH:18][C:17]([O:20][CH3:21])=[CH:16][CH:15]=3)[CH:13]=2)[CH2:6][CH2:5][CH2:4][CH2:3][CH2:2]1. The yield is 0.140. (5) The reactants are [N+:1]([C:4]1[CH:20]=[CH:19][C:7]([CH2:8][C:9]2[CH:14]=[CH:13][N:12]=[C:11]([C:15]([F:18])([F:17])[F:16])[CH:10]=2)=[CH:6][CH:5]=1)([O-])=O.N1C=CC=CC=1. The catalyst is C(O)C.[Pd]. The product is [F:18][C:15]([F:16])([F:17])[C:11]1[CH:10]=[C:9]([CH2:8][C:7]2[CH:19]=[CH:20][C:4]([NH2:1])=[CH:5][CH:6]=2)[CH:14]=[CH:13][N:12]=1. The yield is 0.850. (6) The yield is 0.640. The reactants are C([O:9][CH:10]([CH2:52][O:53][C@H:54]1[O:83][C@H:82]([CH2:84][O:85][CH2:86][C:87]2[CH:92]=[CH:91][CH:90]=[CH:89][CH:88]=2)[C@@H:73]([O:74][CH2:75][C:76]2[CH:81]=[CH:80][CH:79]=[CH:78][CH:77]=2)[C@H:64]([O:65][CH2:66][C:67]2[CH:72]=[CH:71][CH:70]=[CH:69][CH:68]=2)[C@@H:55]1[O:56][CH2:57][C:58]1[CH:63]=[CH:62][CH:61]=[CH:60][CH:59]=1)[CH2:11][O:12][C@H:13]1[O:42][C@H:41]([CH2:43][O:44][CH2:45][C:46]2[CH:51]=[CH:50][CH:49]=[CH:48][CH:47]=2)[C@@H:32]([O:33][CH2:34][C:35]2[CH:40]=[CH:39][CH:38]=[CH:37][CH:36]=2)[C@H:23]([O:24][CH2:25][C:26]2[CH:31]=[CH:30][CH:29]=[CH:28][CH:27]=2)[C@@H:14]1[O:15][CH2:16][C:17]1[CH:22]=[CH:21][CH:20]=[CH:19][CH:18]=1)(=O)C1C=CC=CC=1. The catalyst is C[O-].[Na+].CO. The product is [CH2:16]([O:15][C@H:14]1[C@@H:23]([O:24][CH2:25][C:26]2[CH:27]=[CH:28][CH:29]=[CH:30][CH:31]=2)[C@H:32]([O:33][CH2:34][C:35]2[CH:36]=[CH:37][CH:38]=[CH:39][CH:40]=2)[C@@H:41]([CH2:43][O:44][CH2:45][C:46]2[CH:51]=[CH:50][CH:49]=[CH:48][CH:47]=2)[O:42][C@@H:13]1[O:12][CH2:11][CH:10]([CH2:52][O:53][C@H:54]1[O:83][C@H:82]([CH2:84][O:85][CH2:86][C:87]2[CH:92]=[CH:91][CH:90]=[CH:89][CH:88]=2)[C@@H:73]([O:74][CH2:75][C:76]2[CH:81]=[CH:80][CH:79]=[CH:78][CH:77]=2)[C@H:64]([O:65][CH2:66][C:67]2[CH:68]=[CH:69][CH:70]=[CH:71][CH:72]=2)[C@@H:55]1[O:56][CH2:57][C:58]1[CH:59]=[CH:60][CH:61]=[CH:62][CH:63]=1)[OH:9])[C:17]1[CH:22]=[CH:21][CH:20]=[CH:19][CH:18]=1. (7) The reactants are [CH2:1]([O:8][C:9]1[CH:14]=[CH:13][CH:12]=[C:11]([CH:15]([CH3:17])[CH3:16])[CH:10]=1)[C:2]1[CH:7]=[CH:6][CH:5]=[CH:4][CH:3]=1.[Br:18]N1C(=O)CCC1=O. The catalyst is C(Cl)(Cl)(Cl)Cl. The product is [CH2:1]([O:8][C:9]1[CH:14]=[CH:13][C:12]([Br:18])=[C:11]([CH:15]([CH3:17])[CH3:16])[CH:10]=1)[C:2]1[CH:3]=[CH:4][CH:5]=[CH:6][CH:7]=1. The yield is 0.930.